This data is from Full USPTO retrosynthesis dataset with 1.9M reactions from patents (1976-2016). The task is: Predict the reactants needed to synthesize the given product. (1) Given the product [CH2:1]([N:8]1[CH2:13][CH2:12][CH:11]([OH:14])[CH2:10][C:9]1([CH3:16])[CH3:15])[C:2]1[CH:3]=[CH:4][CH:5]=[CH:6][CH:7]=1, predict the reactants needed to synthesize it. The reactants are: [CH2:1]([N:8]1[CH2:13][CH2:12][C:11](=[O:14])[CH2:10][C:9]1([CH3:16])[CH3:15])[C:2]1[CH:7]=[CH:6][CH:5]=[CH:4][CH:3]=1.[H-].[Al+3].[Li+].[H-].[H-].[H-]. (2) The reactants are: [F:1][C:2]1[CH:7]=[CH:6][C:5]([NH:8][C:9]([C:11]2([C:14]([OH:16])=O)[CH2:13][CH2:12]2)=[O:10])=[CH:4][CH:3]=1.C(N(CC)CC)C.F[P-](F)(F)(F)(F)F.N1(O[P+](N(C)C)(N(C)C)N(C)C)C2C=CC=CC=2N=N1.Cl.[NH2:52][C:53]1[CH:58]=[CH:57][C:56]([OH:59])=[CH:55][C:54]=1[F:60]. Given the product [F:1][C:2]1[CH:3]=[CH:4][C:5]([NH:8][C:9]([C:11]2([C:14]([NH:52][C:53]3[CH:58]=[CH:57][C:56]([OH:59])=[CH:55][C:54]=3[F:60])=[O:16])[CH2:12][CH2:13]2)=[O:10])=[CH:6][CH:7]=1, predict the reactants needed to synthesize it. (3) Given the product [CH2:1]([O:15][CH2:16][C@@H:17]([O:20][CH2:21][CH2:22][CH2:23][CH2:24][CH2:25][CH2:26][CH2:27][CH2:28][CH2:29][CH2:30][CH2:31][CH2:32][CH2:33][CH3:34])[CH2:18][N:36]([CH3:37])[CH3:35])[CH2:2][CH2:3][CH2:4][CH2:5][CH2:6][CH2:7][CH2:8][CH2:9][CH2:10][CH2:11][CH2:12][CH2:13][CH3:14], predict the reactants needed to synthesize it. The reactants are: [CH2:1]([O:15][CH2:16][C@@H:17]([O:20][CH2:21][CH2:22][CH2:23][CH2:24][CH2:25][CH2:26][CH2:27][CH2:28][CH2:29][CH2:30][CH2:31][CH2:32][CH2:33][CH3:34])[CH2:18]Br)[CH2:2][CH2:3][CH2:4][CH2:5][CH2:6][CH2:7][CH2:8][CH2:9][CH2:10][CH2:11][CH2:12][CH2:13][CH3:14].[CH3:35][NH:36][CH3:37]. (4) Given the product [CH2:8]([O:10][C:11]([C:13]1([C:23]2[CH:28]=[CH:27][C:26]([NH:29][C:30]([C:32]3[CH:33]=[N:34][N:35]([C:38]4[CH:39]=[CH:40][C:41]([CH3:44])=[CH:42][CH:43]=4)[C:36]=3[CH3:37])=[O:31])=[CH:25][N:24]=2)[CH2:22][CH2:21][C:16](=[O:17])[CH2:15][CH2:14]1)=[O:12])[CH3:9], predict the reactants needed to synthesize it. The reactants are: FC(F)(F)C(O)=O.[CH2:8]([O:10][C:11]([C:13]1([C:23]2[CH:28]=[CH:27][C:26]([NH:29][C:30]([C:32]3[CH:33]=[N:34][N:35]([C:38]4[CH:43]=[CH:42][C:41]([CH3:44])=[CH:40][CH:39]=4)[C:36]=3[CH3:37])=[O:31])=[CH:25][N:24]=2)[CH2:22][CH2:21][C:16]2(OCC[O:17]2)[CH2:15][CH2:14]1)=[O:12])[CH3:9].